Dataset: Full USPTO retrosynthesis dataset with 1.9M reactions from patents (1976-2016). Task: Predict the reactants needed to synthesize the given product. (1) Given the product [Cl:1][C:2]1[N:7]=[C:6]2[N:8]([CH:12]3[CH2:17][CH2:16][CH2:15][CH2:14][O:13]3)[N:9]=[C:10]([C:30]3[CH:29]=[N:28][CH:33]=[CH:32][CH:31]=3)[C:5]2=[C:4]([CH:18]([F:20])[F:19])[CH:3]=1, predict the reactants needed to synthesize it. The reactants are: [Cl:1][C:2]1[N:7]=[C:6]2[N:8]([CH:12]3[CH2:17][CH2:16][CH2:15][CH2:14][O:13]3)[N:9]=[C:10](I)[C:5]2=[C:4]([CH:18]([F:20])[F:19])[CH:3]=1.COCCOC.O.[N:28]1[CH:33]=[CH:32][CH:31]=[C:30](B(O)O)[CH:29]=1.O.O.P([O-])([O-])([O-])=O.[K+].[K+].[K+]. (2) Given the product [N:1]1[CH:2]=[C:3]([S:10]([N:13]2[C:21]3[C:16](=[N:17][CH:18]=[C:19]([C:22]4[CH:23]=[N:24][N:25]([CH:27]5[CH2:32][CH2:31][N:30]([CH2:33][CH3:34])[CH2:29][CH2:28]5)[CH:26]=4)[CH:20]=3)[CH:15]=[N:14]2)(=[O:11])=[O:12])[N:4]2[CH:9]=[CH:8][CH:7]=[CH:6][C:5]=12, predict the reactants needed to synthesize it. The reactants are: [N:1]1[CH:2]=[C:3]([S:10]([N:13]2[C:21]3[C:16](=[N:17][CH:18]=[C:19]([C:22]4[CH:23]=[N:24][N:25]([CH:27]5[CH2:32][CH2:31][NH:30][CH2:29][CH2:28]5)[CH:26]=4)[CH:20]=3)[CH:15]=[N:14]2)(=[O:12])=[O:11])[N:4]2[CH:9]=[CH:8][CH:7]=[CH:6][C:5]=12.[C:33](O)(=O)[CH3:34].C([BH3-])#N.[Na+]. (3) Given the product [Br:8][C:9]1[C:10](=[O:11])[NH:6][NH:7][C:13](=[O:15])[CH:14]=1, predict the reactants needed to synthesize it. The reactants are: S(O)(O)(=O)=O.[NH2:6][NH2:7].[Br:8][C:9]1[C:10](O[C:13](=[O:15])[CH:14]=1)=[O:11]. (4) Given the product [NH3:1].[CH2:58]([Cl:60])[Cl:59].[CH2:15]([N:17]([CH2:21][CH3:22])[CH2:18][CH2:19][O:14][C:11]1[CH:10]=[CH:9][C:8]([CH2:7][N:1]2[CH2:6][CH2:5][CH2:4][CH2:3][CH2:2]2)=[CH:13][CH:12]=1)[CH3:16], predict the reactants needed to synthesize it. The reactants are: [N:1]1([CH2:7][C:8]2[CH:13]=[CH:12][C:11]([OH:14])=[CH:10][CH:9]=2)[CH2:6][CH2:5][CH2:4][CH2:3][CH2:2]1.[CH2:15]([N:17]([CH2:21][CH3:22])[CH2:18][CH2:19]O)[CH3:16].C1(P(C2C=CC=CC=2)C2C=CC=CC=2)C=CC=CC=1.CC(OC(/N=N/C(OC(C)(C)C)=O)=O)(C)C.[CH2:58]([Cl:60])[Cl:59]. (5) Given the product [F:1][C:2]([F:17])([F:18])[C:3]1[CH:4]=[C:5]([CH:10]=[C:11]([C:13]([F:16])([F:15])[F:14])[CH:12]=1)[CH2:6][N:7]([CH2:8][CH3:9])[C:20]1[CH:27]=[CH:26][C:25]([C:28]([F:31])([F:30])[F:29])=[CH:24][C:21]=1[CH:22]=[O:23], predict the reactants needed to synthesize it. The reactants are: [F:1][C:2]([F:18])([F:17])[C:3]1[CH:4]=[C:5]([CH:10]=[C:11]([C:13]([F:16])([F:15])[F:14])[CH:12]=1)[CH2:6][NH:7][CH2:8][CH3:9].F[C:20]1[CH:27]=[CH:26][C:25]([C:28]([F:31])([F:30])[F:29])=[CH:24][C:21]=1[CH:22]=[O:23].C(=O)([O-])[O-].[K+].[K+].O. (6) Given the product [C:3]([CH2:2][CH2:112][CH2:113][N:9]([CH3:8])[C@H:10]([C:14]([NH:16][C@H:17]([C:21]([N:23]([C@@H:25]([C@@H:61]([CH3:64])[CH2:62][CH3:63])[C@H:26]([O:59][CH3:60])[CH2:27][C:28]([N:30]1[CH2:34][CH2:33][CH2:32][C@H:31]1[C@H:35]([O:57][CH3:58])[C@@H:36]([CH3:56])[C:37]([NH:39][C@@H:40]([CH2:49][C:50]1[CH:51]=[CH:52][CH:53]=[CH:54][CH:55]=1)[C:41]([N:43]([CH2:48][C:47]1[CH:46]=[CH:45][CH:77]=[CH:65][CH:66]=1)[CH3:118])=[O:42])=[O:38])=[O:29])[CH3:24])=[O:22])[CH:18]([CH3:19])[CH3:20])=[O:15])[CH:11]([CH3:12])[CH3:13])([OH:5])=[O:4], predict the reactants needed to synthesize it. The reactants are: F[C:2](F)(F)[C:3]([OH:5])=[O:4].[CH3:8][NH:9][C@H:10]([C:14]([NH:16][C@H:17]([C:21]([N:23]([C@@H:25]([C@@H:61]([CH3:64])[CH2:62][CH3:63])[C@H:26]([O:59][CH3:60])[CH2:27][C:28]([N:30]1[CH2:34][CH2:33][CH2:32][C@H:31]1[C@H:35]([O:57][CH3:58])[C@@H:36]([CH3:56])[C:37]([NH:39][C@@H:40]([CH2:49][C:50]1[CH:55]=[CH:54][CH:53]=[CH:52][CH:51]=1)[C:41]([N:43]1[CH2:48][CH2:47][CH2:46][CH2:45]O1)=[O:42])=[O:38])=[O:29])[CH3:24])=[O:22])[CH:18]([CH3:20])[CH3:19])=[O:15])[CH:11]([CH3:13])[CH3:12].[CH:65]1[C:77]2C(COC(N(C)[C@H](C(N[C@H](C(N([C@@H]([C@@H](C)CC)[C@H](OC)CC(O)=O)C)=O)C(C)C)=O)C(C)C)=O)C3C(=CC=CC=3)C=2C=C[CH:66]=1.O=[CH:112][CH2:113]CC(O)=O.[C:118]([BH3-])#N.[Na+]. (7) Given the product [Br:9][C:8]1[C:2]([CH3:1])=[C:3]([NH:4][C:12](=[O:13])[C:11]([F:22])([F:21])[F:10])[CH:5]=[CH:6][CH:7]=1, predict the reactants needed to synthesize it. The reactants are: [CH3:1][C:2]1[C:8]([Br:9])=[CH:7][CH:6]=[CH:5][C:3]=1[NH2:4].[F:10][C:11]([F:22])([F:21])[C:12](O[C:12](=[O:13])[C:11]([F:22])([F:21])[F:10])=[O:13]. (8) Given the product [CH2:1]([O:3][C:4](=[O:32])[CH2:5][N:6]([S:37]([N:36]([CH2:33][CH:34]=[CH2:35])[CH3:41])(=[O:39])=[O:38])[CH2:7][C:8]1[CH:13]=[CH:12][CH:11]=[C:10]([O:14][CH2:15][C:16]2[N:17]=[C:18]([C:22]3[CH:23]=[CH:24][C:25]([C:28]([F:31])([F:30])[F:29])=[CH:26][CH:27]=3)[O:19][C:20]=2[CH3:21])[CH:9]=1)[CH3:2], predict the reactants needed to synthesize it. The reactants are: [CH2:1]([O:3][C:4](=[O:32])[CH2:5][NH:6][CH2:7][C:8]1[CH:13]=[CH:12][CH:11]=[C:10]([O:14][CH2:15][C:16]2[N:17]=[C:18]([C:22]3[CH:27]=[CH:26][C:25]([C:28]([F:31])([F:30])[F:29])=[CH:24][CH:23]=3)[O:19][C:20]=2[CH3:21])[CH:9]=1)[CH3:2].[CH2:33]([N:36]([CH3:41])[S:37](Cl)(=[O:39])=[O:38])[CH:34]=[CH2:35].C(N(CC)CC)C. (9) The reactants are: [CH:1]1([NH:4][C:5]([C:7]2[N:8]=[N:9][N:10]([C:12]3[CH:17]=[CH:16][C:15]([C:18]([NH:20][CH2:21][C:22]([F:25])([F:24])[F:23])=[O:19])=[CH:14][C:13]=3[C:26]#[C:27][CH2:28][CH2:29][C:30]3[CH:35]=[CH:34][CH:33]=[CH:32][CH:31]=3)[CH:11]=2)=[O:6])[CH2:3][CH2:2]1.C(O)C. Given the product [CH:1]1([NH:4][C:5]([C:7]2[N:8]=[N:9][N:10]([C:12]3[CH:17]=[CH:16][C:15]([C:18]([NH:20][CH2:21][C:22]([F:23])([F:24])[F:25])=[O:19])=[CH:14][C:13]=3[CH2:26][CH2:27][CH2:28][CH2:29][C:30]3[CH:31]=[CH:32][CH:33]=[CH:34][CH:35]=3)[CH:11]=2)=[O:6])[CH2:2][CH2:3]1, predict the reactants needed to synthesize it.